Dataset: Forward reaction prediction with 1.9M reactions from USPTO patents (1976-2016). Task: Predict the product of the given reaction. (1) The product is: [NH2:26][C:4]1[N:5]=[C:6]([C:9]2[O:10][CH:11]=[CH:12][CH:13]=2)[CH:7]=[CH:8][C:3]=1[C:1]#[N:2]. Given the reactants [C:1]([C:3]1[C:4](OCC(N)=O)=[N:5][C:6]([C:9]2[O:10][CH:11]=[CH:12][CH:13]=2)=[CH:7][CH:8]=1)#[N:2].C(=O)([O-])[O-].[K+].[K+].C[N:26](C)C=O, predict the reaction product. (2) Given the reactants C[Si]([N-][Si](C)(C)C)(C)C.[K+].[Br:11][C:12]1[CH:17]=[CH:16][C:15]([CH:18]([CH2:26][NH:27][C:28]([O:30][C:31]([CH3:34])([CH3:33])[CH3:32])=[O:29])[CH2:19][CH2:20]OS(C)(=O)=O)=[C:14]([CH3:35])[CH:13]=1, predict the reaction product. The product is: [C:31]([O:30][C:28]([N:27]1[CH2:20][CH2:19][CH:18]([C:15]2[CH:16]=[CH:17][C:12]([Br:11])=[CH:13][C:14]=2[CH3:35])[CH2:26]1)=[O:29])([CH3:34])([CH3:33])[CH3:32]. (3) The product is: [Cl:1][C:2]1[CH:3]=[N:4][CH:5]=[C:6]([Cl:9])[C:7]=1[N:8]=[C:19]=[S:20]. Given the reactants [Cl:1][C:2]1[CH:3]=[N:4][CH:5]=[C:6]([Cl:9])[C:7]=1[NH2:8].C(N(C(C)C)C(C)C)C.[C:19](Cl)(Cl)=[S:20], predict the reaction product. (4) The product is: [Cl:12][C:13]1[CH:14]=[C:15]([CH:18]=[CH:19][C:20]=1[Cl:21])[CH2:16][O:1][C:2]1[CH:3]=[CH:4][C:5]([C:8](=[O:11])[CH:9]=[O:10])=[CH:6][CH:7]=1. Given the reactants [OH:1][C:2]1[CH:7]=[CH:6][C:5]([C:8](=[O:11])[CH:9]=[O:10])=[CH:4][CH:3]=1.[Cl:12][C:13]1[CH:14]=[C:15]([CH:18]=[CH:19][C:20]=1[Cl:21])[CH2:16]Br.C(=O)([O-])[O-].[K+].[K+].O, predict the reaction product. (5) Given the reactants [CH2:1]([O:3][C:4](=[O:24])[C:5]1[CH:10]=[CH:9][CH:8]=[C:7]([S:11][C:12]2[C:20]3[C:15](=[CH:16][C:17]([Cl:21])=[CH:18][CH:19]=3)[NH:14][C:13]=2[CH3:22])[C:6]=1[F:23])[CH3:2].Br[C:26]1[CH:27]=[N:28][N:29]([CH2:31][CH3:32])[CH:30]=1, predict the reaction product. The product is: [CH2:1]([O:3][C:4](=[O:24])[C:5]1[CH:10]=[CH:9][CH:8]=[C:7]([S:11][C:12]2[C:20]3[C:15](=[CH:16][C:17]([Cl:21])=[CH:18][CH:19]=3)[N:14]([C:26]3[CH:27]=[N:28][N:29]([CH2:31][CH3:32])[CH:30]=3)[C:13]=2[CH3:22])[C:6]=1[F:23])[CH3:2]. (6) Given the reactants Cl[C:2]1[N:11]=[C:10]([O:12][CH2:13][C:14]([F:17])([F:16])[F:15])[C:9]([F:18])=[CH:8][C:3]=1[C:4]([O:6][CH3:7])=[O:5].[CH3:19][O-:20].[Na+].O, predict the reaction product. The product is: [F:18][C:9]1[C:10]([O:12][CH2:13][C:14]([F:17])([F:16])[F:15])=[N:11][C:2]([O:20][CH3:19])=[C:3]([CH:8]=1)[C:4]([O:6][CH3:7])=[O:5].